From a dataset of Reaction yield outcomes from USPTO patents with 853,638 reactions. Predict the reaction yield, written as a fraction of the theoretical maximum amount of product (1.0 means a 100% yield; for example, 0.34 means a 34% yield). (1) The reactants are [CH3:1][N:2]([CH3:13])[CH2:3][C:4]1[CH:9]=[CH:8][C:7]([O:10][CH3:11])=[C:6]([OH:12])[CH:5]=1.[CH3:14][I:15]. The catalyst is O1CCOCC1. The product is [I-:15].[CH3:13][N+:2]([CH3:14])([CH3:1])[CH2:3][C:4]1[CH:9]=[CH:8][C:7]([O:10][CH3:11])=[C:6]([OH:12])[CH:5]=1. The yield is 0.810. (2) The reactants are [F:1][C:2]1[CH:19]=[CH:18][C:5]([CH2:6][O:7][CH2:8][CH2:9][CH2:10][CH2:11][C@@H:12]([NH2:17])[C:13]([O:15][CH3:16])=[O:14])=[CH:4][C:3]=1[CH3:20].[CH3:21][C:22]1[CH:23]=[C:24](B(O)O)[CH:25]=[C:26]([CH3:29])[C:27]=1[F:28].C(N(CC)CC)C. The catalyst is ClCCl.CC([O-])=O.CC([O-])=O.[Cu+2]. The product is [F:28][C:27]1[C:26]([CH3:29])=[CH:25][C:24]([NH:17][C@H:12]([CH2:11][CH2:10][CH2:9][CH2:8][O:7][CH2:6][C:5]2[CH:18]=[CH:19][C:2]([F:1])=[C:3]([CH3:20])[CH:4]=2)[C:13]([O:15][CH3:16])=[O:14])=[CH:23][C:22]=1[CH3:21]. The yield is 0.680. (3) The reactants are [Cl:1][C:2]1[CH:8]=[C:7]([O:9][C:10]2[C:11]3[N:18]([CH3:19])[CH:17]=[CH:16][C:12]=3[N:13]=[CH:14][N:15]=2)[CH:6]=[CH:5][C:3]=1[NH2:4].C(N(CC)CC)C.ClC(Cl)(O[C:31](=[O:37])OC(Cl)(Cl)Cl)Cl.[C:39]([C:43]1[O:47][N:46]=[C:45]([NH2:48])[CH:44]=1)([CH3:42])([CH3:41])[CH3:40]. The catalyst is ClCCl.O. The product is [C:39]([C:43]1[O:47][N:46]=[C:45]([NH:48][C:31]([NH:4][C:3]2[CH:5]=[CH:6][C:7]([O:9][C:10]3[C:11]4[N:18]([CH3:19])[CH:17]=[CH:16][C:12]=4[N:13]=[CH:14][N:15]=3)=[CH:8][C:2]=2[Cl:1])=[O:37])[CH:44]=1)([CH3:42])([CH3:41])[CH3:40]. The yield is 0.360. (4) The reactants are [CH2:1]([C:3]1[CH:17]=[CH:16][C:6]([O:7][C:8]2[CH:13]=[CH:12][C:11]([OH:14])=[CH:10][C:9]=2[F:15])=[C:5]([O:18][CH3:19])[CH:4]=1)[CH3:2].[OH-].[K+].[Na+].[I-].Br[CH2:25][CH2:26][CH2:27][N:28]1[C:32](=[O:33])[C:31]2=[CH:34][CH:35]=[CH:36][CH:37]=[C:30]2[C:29]1=[O:38]. The catalyst is CC(C)=O. The product is [CH2:1]([C:3]1[CH:17]=[CH:16][C:6]([O:7][C:8]2[CH:13]=[CH:12][C:11]([O:14][CH2:25][CH2:26][CH2:27][N:28]3[C:32](=[O:33])[C:31]4[C:30](=[CH:37][CH:36]=[CH:35][CH:34]=4)[C:29]3=[O:38])=[CH:10][C:9]=2[F:15])=[C:5]([O:18][CH3:19])[CH:4]=1)[CH3:2]. The yield is 0.510. (5) The reactants are [NH2:1][C:2]1[S:6][N:5]=[C:4]([CH3:7])[C:3]=1[C:8]([NH:10][C:11]1[CH:16]=[CH:15][CH:14]=[CH:13][C:12]=1[CH2:17][CH3:18])=[O:9].Cl[C:20]1[C:21]2[S:28][CH:27]=[CH:26][C:22]=2[N:23]=[CH:24][N:25]=1.C(=O)([O-])[O-].[Cs+].[Cs+].CC1(C)C2C(=C(P(C3C=CC=CC=3)C3C=CC=CC=3)C=CC=2)OC2C(P(C3C=CC=CC=3)C3C=CC=CC=3)=CC=CC1=2. The catalyst is O1CCOCC1.CN(C=O)C.C([O-])(=O)C.[Pd+2].C([O-])(=O)C. The product is [CH2:17]([C:12]1[CH:13]=[CH:14][CH:15]=[CH:16][C:11]=1[NH:10][C:8]([C:3]1[C:4]([CH3:7])=[N:5][S:6][C:2]=1[NH:1][C:20]1[C:21]2[S:28][CH:27]=[CH:26][C:22]=2[N:23]=[CH:24][N:25]=1)=[O:9])[CH3:18]. The yield is 0.0700.